From a dataset of Full USPTO retrosynthesis dataset with 1.9M reactions from patents (1976-2016). Predict the reactants needed to synthesize the given product. (1) Given the product [F:32][C:27]1[CH:26]=[C:25]([NH:24][C:22](=[O:23])[NH:21][C:19]2[C:18]([F:33])=[CH:17][C:16]([CH3:34])=[C:15]([C:7]3[C:8](=[O:14])[N:9]([CH2:12][CH3:13])[C:10]4[C:5]([CH:6]=3)=[CH:4][N:3]=[C:2]([NH:45][C:43](=[O:44])[N:42]([CH3:46])[CH3:41])[CH:11]=4)[CH:20]=2)[CH:30]=[C:29]([F:31])[CH:28]=1, predict the reactants needed to synthesize it. The reactants are: Cl[C:2]1[CH:11]=[C:10]2[C:5]([CH:6]=[C:7]([C:15]3[C:16]([CH3:34])=[CH:17][C:18]([F:33])=[C:19]([NH:21][C:22]([NH:24][C:25]4[CH:30]=[C:29]([F:31])[CH:28]=[C:27]([F:32])[CH:26]=4)=[O:23])[CH:20]=3)[C:8](=[O:14])[N:9]2[CH2:12][CH3:13])=[CH:4][N:3]=1.C([O-])([O-])=O.[Cs+].[Cs+].[CH3:41][N:42]([CH3:46])[C:43]([NH2:45])=[O:44].CC1(C)C2C(=C(P(C3C=CC=CC=3)C3C=CC=CC=3)C=CC=2)OC2C(P(C3C=CC=CC=3)C3C=CC=CC=3)=CC=CC1=2. (2) Given the product [C:50]([O:33][CH:32]([N:26]1[C:24]2[C:23](=[CH:22][CH:21]=[C:20]([O:19][CH2:18][CH2:17][CH2:16][CH2:15][N:12]3[CH2:13][CH2:14][N:9]([C:3]4[CH:2]=[CH:1][CH:6]=[C:5]([Cl:7])[C:4]=4[Cl:8])[CH2:10][CH2:11]3)[CH:25]=2)[CH2:30][CH2:29][C:27]1=[O:28])[C:31]([O:35][CH2:36][CH3:37])=[O:34])(=[O:60])[CH2:51][CH2:52][CH2:53][CH2:54][CH2:55][CH2:56][CH2:57][CH2:58][CH3:59], predict the reactants needed to synthesize it. The reactants are: [CH:1]1[CH:2]=[C:3]([N:9]2[CH2:14][CH2:13][N:12]([CH2:15][CH2:16][CH2:17][CH2:18][O:19][C:20]3[CH:21]=[CH:22][C:23]4[CH2:30][CH2:29][C:27](=[O:28])[NH:26][C:24]=4[CH:25]=3)[CH2:11][CH2:10]2)[C:4]([Cl:8])=[C:5]([Cl:7])[CH:6]=1.[C:31]([O:35][CH2:36][CH3:37])(=[O:34])[CH:32]=[O:33].C([O-])([O-])=O.[K+].[K+].N1C=CC=CC=1.[C:50](Cl)(=[O:60])[CH2:51][CH2:52][CH2:53][CH2:54][CH2:55][CH2:56][CH2:57][CH2:58][CH3:59]. (3) Given the product [NH2:14][C:3]1[CH:2]=[N:7][C:6]([C:8]2[CH:13]=[CH:12][CH:11]=[CH:10][CH:9]=2)=[CH:5][N:4]=1, predict the reactants needed to synthesize it. The reactants are: Br[C:2]1[C:3]([NH2:14])=[N:4][CH:5]=[C:6]([C:8]2[CH:13]=[CH:12][CH:11]=[CH:10][CH:9]=2)[N:7]=1.C(N(CC)CC)C. (4) Given the product [I:1][C:2]1[N:3]=[CH:4][N:5]([CH3:20])[C:6]=1[C:7]1[S:19][C:10]2[N:11]=[CH:12][N:13]=[C:14]([NH2:28])[C:9]=2[CH:8]=1, predict the reactants needed to synthesize it. The reactants are: [I:1][C:2]1[N:3]=[CH:4][N:5]([CH3:20])[C:6]=1[C:7]1[S:19][C:10]2[N:11]=[CH:12][N:13]=[C:14](S(C)(=O)=O)[C:9]=2[CH:8]=1.CC1([N:28]2C(C3SC4N=CN=C(S(C)(=O)=O)C=4C=3)=CN=C2)C=CC=CC1. (5) The reactants are: CN([C:4]([O:8]N1N=NC2C=CC=CC1=2)=[N+](C)C)C.F[P-](F)(F)(F)(F)F.ON1C2C=CC=[CH:34][C:29]=2[N:28]=N1.C(N(CC)CC)C.[NH2:42][C:43]([C:45]1[C:53]2[CH2:52][CH2:51][C:50]3[CH:54]=[CH:55][C:56]([NH:58][C:59](=[O:67])[C:60]4[CH:65]=[CH:64][CH:63]=[CH:62][C:61]=4[Cl:66])=[CH:57][C:49]=3[C:48]=2[N:47]([C:68]2[CH:73]=[CH:72][C:71](/[CH:74]=[CH:75]/[C:76](O)=[O:77])=[CH:70][CH:69]=2)[N:46]=1)=[O:44]. Given the product [Cl:66][C:61]1[CH:62]=[CH:63][CH:64]=[CH:65][C:60]=1[C:59]([NH:58][C:56]1[CH:55]=[CH:54][C:50]2[CH2:51][CH2:52][C:53]3[C:45]([C:43]([NH2:42])=[O:44])=[N:46][N:47]([C:68]4[CH:73]=[CH:72][C:71](/[CH:74]=[CH:75]/[C:76]([NH:28][CH2:29][CH2:34][O:8][CH3:4])=[O:77])=[CH:70][CH:69]=4)[C:48]=3[C:49]=2[CH:57]=1)=[O:67], predict the reactants needed to synthesize it. (6) Given the product [CH2:1]([O:3][C:4](=[O:28])[CH:5]([O:25][CH2:26][CH3:27])[CH2:6][C:7]1[CH:12]=[CH:11][C:10]([O:13][CH2:14][CH2:15][NH:16][CH2:17][CH2:18][CH2:19][CH2:20][CH2:21][CH2:22][CH3:23])=[CH:9][CH:8]=1)[CH3:2], predict the reactants needed to synthesize it. The reactants are: [CH2:1]([O:3][C:4](=[O:28])[CH:5]([O:25][CH2:26][CH3:27])[CH2:6][C:7]1[CH:12]=[CH:11][C:10]([O:13][CH2:14][CH2:15][NH:16][C:17](=O)[CH2:18][CH2:19][CH2:20][CH2:21][CH2:22][CH3:23])=[CH:9][CH:8]=1)[CH3:2].C(O)CCC. (7) Given the product [N:29]1([CH2:28][CH2:27][CH2:26][NH:25][C:10]([C:3]2[C:4]3[C:9](=[CH:8][CH:7]=[CH:6][CH:5]=3)[NH:1][N:2]=2)=[O:12])[CH:33]=[CH:32][N:31]=[CH:30]1, predict the reactants needed to synthesize it. The reactants are: [NH:1]1[C:9]2[C:4](=[CH:5][CH:6]=[CH:7][CH:8]=2)[C:3]([C:10]([OH:12])=O)=[N:2]1.C(N1C=CN=C1)(N1C=CN=C1)=O.[NH2:25][CH2:26][CH2:27][CH2:28][N:29]1[CH:33]=[CH:32][N:31]=[CH:30]1. (8) Given the product [CH:38]1([C:33]2[C:32]([C:28]3[CH:27]=[C:26]([C:24]4[CH2:23][C:22](=[O:41])[NH:21][C:9]5[CH:10]=[C:11]([C:17]([F:19])([F:20])[F:18])[C:12]([O:14][CH2:15][CH3:16])=[CH:13][C:8]=5[N:7]=4)[CH:31]=[CH:30][CH:29]=3)=[CH:37][CH:36]=[CH:35][N:34]=2)[CH2:40][CH2:39]1, predict the reactants needed to synthesize it. The reactants are: C(OC(=O)[NH:7][C:8]1[CH:13]=[C:12]([O:14][CH2:15][CH3:16])[C:11]([C:17]([F:20])([F:19])[F:18])=[CH:10][C:9]=1[NH:21][C:22](=[O:41])[CH2:23][C:24]([C:26]1[CH:31]=[CH:30][CH:29]=[C:28]([C:32]2[C:33]([CH:38]3[CH2:40][CH2:39]3)=[N:34][CH:35]=[CH:36][CH:37]=2)[CH:27]=1)=O)(C)(C)C.C(O)(C(F)(F)F)=O.